From a dataset of Forward reaction prediction with 1.9M reactions from USPTO patents (1976-2016). Predict the product of the given reaction. (1) Given the reactants [F:1][C:2]1[CH:36]=[C:35]([F:37])[CH:34]=[CH:33][C:3]=1[CH2:4][O:5][C:6]1[CH:30]=[CH:29][C:9]([CH2:10][N:11]([C:22]([C:24]2[S:25][CH:26]=[CH:27][CH:28]=2)=[O:23])[CH2:12][CH2:13][NH:14]C(=O)OC(C)(C)C)=[CH:8][C:7]=1[O:31][CH3:32].[F:38][C:39]([F:44])([F:43])[C:40]([OH:42])=[O:41], predict the reaction product. The product is: [F:38][C:39]([F:44])([F:43])[C:40]([OH:42])=[O:41].[NH2:14][CH2:13][CH2:12][N:11]([CH2:10][C:9]1[CH:29]=[CH:30][C:6]([O:5][CH2:4][C:3]2[CH:33]=[CH:34][C:35]([F:37])=[CH:36][C:2]=2[F:1])=[C:7]([O:31][CH3:32])[CH:8]=1)[C:22]([C:24]1[S:25][CH:26]=[CH:27][CH:28]=1)=[O:23]. (2) Given the reactants [C:1]([C:4]1[CH:5]=[CH:6][C:7]([NH:10][C:11](=[O:28])[CH:12]([NH:16][C:17](=[O:27])[CH2:18][C:19]2[CH:24]=[C:23]([F:25])[CH:22]=[C:21]([F:26])[CH:20]=2)[CH2:13][CH2:14][CH3:15])=[N:8][CH:9]=1)(=O)[CH3:2].[CH2:29]([NH2:33])[CH2:30][CH2:31][CH3:32].C(O[BH-](OC(=O)C)OC(=O)C)(=O)C.[Na+].C([BH3-])#N.[Na+], predict the reaction product. The product is: [CH2:29]([NH:33][CH:1]([C:4]1[CH:5]=[CH:6][C:7]([NH:10][C:11](=[O:28])[CH:12]([NH:16][C:17](=[O:27])[CH2:18][C:19]2[CH:24]=[C:23]([F:25])[CH:22]=[C:21]([F:26])[CH:20]=2)[CH2:13][CH2:14][CH3:15])=[N:8][CH:9]=1)[CH3:2])[CH2:30][CH2:31][CH3:32]. (3) Given the reactants [CH2:1]([N:8]1[CH2:13][CH2:12][N:11]([C:14]2[CH:23]=[CH:22][CH:21]=[CH:20][C:15]=2[C:16]([O:18]C)=[O:17])[CH2:10][CH2:9]1)[C:2]1[CH:7]=[CH:6][CH:5]=[CH:4][CH:3]=1.[Li+].[OH-], predict the reaction product. The product is: [CH2:1]([N:8]1[CH2:9][CH2:10][N:11]([C:14]2[CH:23]=[CH:22][CH:21]=[CH:20][C:15]=2[C:16]([OH:18])=[O:17])[CH2:12][CH2:13]1)[C:2]1[CH:3]=[CH:4][CH:5]=[CH:6][CH:7]=1. (4) Given the reactants Cl.[Br:2][CH2:3][CH2:4][CH2:5][CH2:6][O:7][C@H:8]1[CH2:13][CH2:12][C@H:11]([NH:14][CH3:15])[CH2:10][CH2:9]1.Cl[C:17]([O:19][CH2:20][CH:21]([CH3:23])[CH3:22])=[O:18], predict the reaction product. The product is: [CH2:20]([O:19][C:17](=[O:18])[N:14]([C@H:11]1[CH2:12][CH2:13][C@H:8]([O:7][CH2:6][CH2:5][CH2:4][CH2:3][Br:2])[CH2:9][CH2:10]1)[CH3:15])[CH:21]([CH3:23])[CH3:22]. (5) Given the reactants [CH3:1][CH2:2][CH2:3][CH:4]([NH:8][S:9]([C:12]1[CH:13]=[C:14]([CH2:18][CH2:19][CH2:20][NH:21]C(=O)OC(C)(C)C)[CH:15]=[CH:16][CH:17]=1)(=[O:11])=[O:10])[CH2:5][CH2:6][CH3:7].C(Cl)[Cl:30], predict the reaction product. The product is: [ClH:30].[NH2:21][CH2:20][CH2:19][CH2:18][C:14]1[CH:13]=[C:12]([S:9]([NH:8][CH:4]([CH2:3][CH2:2][CH3:1])[CH2:5][CH2:6][CH3:7])(=[O:11])=[O:10])[CH:17]=[CH:16][CH:15]=1. (6) Given the reactants C([C:3]1[C:4]([CH:9]=[N:10]O)=[N:5][CH:6]=[CH:7][CH:8]=1)C.[Cl:12]NC(=O)CCC(N)=O, predict the reaction product. The product is: [N:5]1[CH:6]=[CH:7][CH:8]=[CH:3][C:4]=1[C:9]([Cl:12])=[NH:10]. (7) Given the reactants [C:1]1([C:7]2[C:8]([C:26]3[CH:31]=[CH:30][C:29]([C:32]4([NH:35]C(=O)OCC5C=CC=CC=5)[CH2:34][CH2:33]4)=[CH:28][CH:27]=3)=[N:9][C:10]3[C:15]([CH:16]=2)=[C:14]([O:17][CH2:18][CH2:19][C:20]2[CH:25]=[CH:24][N:23]=[CH:22][CH:21]=2)[N:13]=[CH:12][CH:11]=3)[CH:6]=[CH:5][CH:4]=[CH:3][CH:2]=1.[H][H], predict the reaction product. The product is: [C:1]1([C:7]2[C:8]([C:26]3[CH:27]=[CH:28][C:29]([C:32]4([NH2:35])[CH2:33][CH2:34]4)=[CH:30][CH:31]=3)=[N:9][C:10]3[C:15]([CH:16]=2)=[C:14]([O:17][CH2:18][CH2:19][C:20]2[CH:25]=[CH:24][N:23]=[CH:22][CH:21]=2)[N:13]=[CH:12][CH:11]=3)[CH:6]=[CH:5][CH:4]=[CH:3][CH:2]=1. (8) Given the reactants [F:1][CH:2]([CH2:12][CH2:13][C:14]1[S:15][C:16]([NH:19][C:20](=[O:28])[CH2:21][C:22]2[CH:27]=[CH:26][CH:25]=[CH:24][N:23]=2)=[N:17][N:18]=1)[CH2:3][N:4]1[CH:8]=[C:7]([C:9]([OH:11])=O)[N:6]=[N:5]1.[F:29][C:30]([F:40])([F:39])[C:31]1[CH:36]=[CH:35][N:34]=[C:33]([CH2:37][NH2:38])[CH:32]=1.CN(C(ON1N=NC2C=CC=NC1=2)=[N+](C)C)C.F[P-](F)(F)(F)(F)F.C([O-])([O-])=O.[K+].[K+], predict the reaction product. The product is: [F:1][CH:2]([CH2:12][CH2:13][C:14]1[S:15][C:16]([NH:19][C:20](=[O:28])[CH2:21][C:22]2[CH:27]=[CH:26][CH:25]=[CH:24][N:23]=2)=[N:17][N:18]=1)[CH2:3][N:4]1[CH:8]=[C:7]([C:9]([NH:38][CH2:37][C:33]2[CH:32]=[C:31]([C:30]([F:40])([F:29])[F:39])[CH:36]=[CH:35][N:34]=2)=[O:11])[N:6]=[N:5]1.